From a dataset of Full USPTO retrosynthesis dataset with 1.9M reactions from patents (1976-2016). Predict the reactants needed to synthesize the given product. (1) Given the product [Cl:27][C:28]1[CH:54]=[CH:53][C:3]([CH:2]=[CH:1][CH2:4][N:5]2[C:10](=[O:11])[C:9]([CH2:12][O:13][S:14]([CH3:17])(=[O:15])=[O:16])=[CH:8][C:7]([C:18]3[CH:19]=[CH:20][C:21]4[O:25][CH2:24][CH2:23][C:22]=4[CH:26]=3)=[N:6]2)=[CH:30][CH:29]=1, predict the reactants needed to synthesize it. The reactants are: [CH:1]1([CH2:4][N:5]2[C:10](=[O:11])[C:9]([CH2:12][O:13][S:14]([CH3:17])(=[O:16])=[O:15])=[CH:8][C:7]([C:18]3[CH:19]=[CH:20][C:21]4[O:25][CH2:24][CH2:23][C:22]=4[CH:26]=3)=[N:6]2)[CH2:3][CH2:2]1.[Cl:27][C:28]1[CH:54]=[CH:53]C(C=CCN2C(=O)C(CO)=CC(C3C=CC4OCCC=4C=3)=N2)=[CH:30][CH:29]=1. (2) Given the product [CH3:1][C:2]1[N:3]([CH2:15][CH2:16][C:17]([N:22]2[CH2:27][CH2:26][O:25][CH2:24][CH2:23]2)=[O:19])[C:4]2[C:13]3[CH:12]=[CH:11][CH:10]=[CH:9][C:8]=3[N:7]=[CH:6][C:5]=2[N:14]=1, predict the reactants needed to synthesize it. The reactants are: [CH3:1][C:2]1[N:3]([CH2:15][CH2:16][C:17]([O:19]CC)=O)[C:4]2[C:13]3[CH:12]=[CH:11][CH:10]=[CH:9][C:8]=3[N:7]=[CH:6][C:5]=2[N:14]=1.[NH:22]1[CH2:27][CH2:26][O:25][CH2:24][CH2:23]1. (3) Given the product [N:11]1([CH2:16][CH2:17][NH:18][CH2:9][C:3]2[CH:2]=[CH:1][C:6]([CH:7]=[O:8])=[CH:5][CH:4]=2)[CH2:15][CH2:14][CH2:13][CH2:12]1, predict the reactants needed to synthesize it. The reactants are: [CH:1]1[C:6]([CH:7]=[O:8])=[CH:5][CH:4]=[C:3]([CH:9]=O)[CH:2]=1.[N:11]1([CH2:16][CH2:17][NH2:18])[CH2:15][CH2:14][CH2:13][CH2:12]1.[BH4-].[Na+].Cl.[OH-].[Na+]. (4) The reactants are: [F:1][C:2]1[CH:3]=[C:4]([C@H:9]2[N:14]([CH2:15][C:16]([OH:18])=O)[C:13](=[O:19])[C:12]([CH3:21])([CH3:20])[C:11](=[O:22])[CH2:10]2)[CH:5]=[C:6]([F:8])[CH:7]=1.[NH2:23][C:24]1[CH:25]=[C:26]2[C:39](=[CH:40][CH:41]=1)[CH2:38][C@:28]1([C:36]3[C:31](=[N:32][CH:33]=[CH:34][CH:35]=3)[NH:30][C:29]1=[O:37])[CH2:27]2.C1C=CC2N(O)N=NC=2C=1.C(Cl)CCl. Given the product [F:1][C:2]1[CH:3]=[C:4]([C@H:9]2[N:14]([CH2:15][C:16]([NH:23][C:24]3[CH:25]=[C:26]4[C:39](=[CH:40][CH:41]=3)[CH2:38][C@:28]3([C:36]5[C:31](=[N:32][CH:33]=[CH:34][CH:35]=5)[NH:30][C:29]3=[O:37])[CH2:27]4)=[O:18])[C:13](=[O:19])[C:12]([CH3:20])([CH3:21])[C:11](=[O:22])[CH2:10]2)[CH:5]=[C:6]([F:8])[CH:7]=1, predict the reactants needed to synthesize it. (5) Given the product [F:72][CH:34]([F:33])[C:35]1[N:39]([C:40]2[N:45]=[C:44]([N:46]3[CH2:51][CH2:50][O:49][C@@H:48]([CH3:52])[C@H:47]3[CH3:53])[N:43]=[C:42]([N:54]3[CH2:59][CH2:58][O:57][CH2:56][CH2:55]3)[N:41]=2)[C:38]2[CH:60]=[CH:61][C:62]([OH:64])=[CH:63][C:37]=2[N:36]=1, predict the reactants needed to synthesize it. The reactants are: FC(F)C1NC2C=CC=CC=2N=1.FC(F)C1NC2C(O[SiH3])=C(C(C)(C)C)C(C)=C(C)C=2N=1.[F:33][CH:34]([F:72])[C:35]1[N:39]([C:40]2[N:45]=[C:44]([N:46]3[CH2:51][CH2:50][O:49][C@@H:48]([CH3:52])[C@H:47]3[CH3:53])[N:43]=[C:42]([N:54]3[CH2:59][CH2:58][O:57][CH2:56][CH2:55]3)[N:41]=2)[C:38]2[CH:60]=[CH:61][C:62]([O:64][Si](C(C)(C)C)(C)C)=[CH:63][C:37]=2[N:36]=1.[F-].C([N+](CCCC)(CCCC)CCCC)CCC. (6) Given the product [F:9][C:5]1[C:6]([F:8])=[CH:7][CH:2]=[CH:3][C:4]=1[NH2:10], predict the reactants needed to synthesize it. The reactants are: Cl[C:2]1[CH:7]=[C:6]([F:8])[C:5]([F:9])=[C:4]([N+:10]([O-])=O)[C:3]=1Cl.C(N(CC)CC)C.[H][H].ClC1C(Cl)=CC(F)=C(F)C=1N. (7) Given the product [CH3:19][O:20][C:21](=[O:43])[C:22]1[CH:27]=[CH:26][C:25]([C:28]2[S:13][C:32]([CH2:33][NH:34][C:35]([O:37][C:38]([CH3:41])([CH3:40])[CH3:39])=[O:36])=[N:31][N:30]=2)=[CH:24][CH:23]=1, predict the reactants needed to synthesize it. The reactants are: COC1C=C(N)C=CC=1C1[S:13]C2=CN=C(C)N2N=1.[CH3:19][O:20][C:21](=[O:43])[C:22]1[CH:27]=[CH:26][C:25]([C:28]([NH:30][NH:31][C:32](=O)[CH2:33][NH:34][C:35]([O:37][C:38]([CH3:41])([CH3:40])[CH3:39])=[O:36])=O)=[CH:24][CH:23]=1.